This data is from Catalyst prediction with 721,799 reactions and 888 catalyst types from USPTO. The task is: Predict which catalyst facilitates the given reaction. (1) Reactant: [CH2:1]([C:3]1[N:7]=[C:6]([NH2:8])[NH:5][N:4]=1)[CH3:2].[C:9]([N:12]1[C:20]2[C:15](=[CH:16][C:17]([C:21](=O)[CH2:22][C:23](OCC)=[O:24])=[CH:18][CH:19]=2)[CH:14]=[N:13]1)(=[O:11])[CH3:10].CC1C=CC(S(O)(=O)=O)=CC=1. Product: [C:9]([N:12]1[C:20]2[C:15](=[CH:16][C:17]([C:21]3[NH:8][C:6]4[N:5]([N:4]=[C:3]([CH2:1][CH3:2])[N:7]=4)[C:23](=[O:24])[CH:22]=3)=[CH:18][CH:19]=2)[CH:14]=[N:13]1)(=[O:11])[CH3:10]. The catalyst class is: 400. (2) Reactant: [OH:1][C@H:2]([C@@H:6]([OH:10])[C:7]([OH:9])=[O:8])[C:3]([OH:5])=[O:4].[Br:11][C:12]1[CH:30]=[N:29][C:15]2[N:16]=[C:17]([N:23]3[CH2:26][CH:25]([NH:27][CH3:28])[CH2:24]3)[C:18]3[N:19]([CH:20]=[N:21][N:22]=3)[C:14]=2[CH:13]=1. Product: [OH:1][C@H:2]([C@@H:6]([OH:10])[C:7]([OH:9])=[O:8])[C:3]([OH:5])=[O:4].[Br:11][C:12]1[CH:30]=[N:29][C:15]2[N:16]=[C:17]([N:23]3[CH2:26][CH:25]([NH:27][CH3:28])[CH2:24]3)[C:18]3[N:19]([CH:20]=[N:21][N:22]=3)[C:14]=2[CH:13]=1. The catalyst class is: 8. (3) Reactant: [CH3:1][O:2][CH:3]([C:5]1[N:14]=[C:13]2[C:8]([CH:9]=[C:10]([C:19]([OH:21])=O)[C:11]([C:15]([F:18])([F:17])[F:16])=[N:12]2)=[CH:7][CH:6]=1)[CH3:4].[C:22]1(=[O:29])[CH2:27][CH2:26][CH2:25][C:24](=[O:28])[CH2:23]1.C1(N=C=NC2CCCCC2)CCCCC1. Product: [CH3:1][O:2][CH:3]([C:5]1[N:14]=[C:13]2[C:8]([CH:9]=[C:10]([C:19]([CH:23]3[C:24](=[O:28])[CH2:25][CH2:26][CH2:27][C:22]3=[O:29])=[O:21])[C:11]([C:15]([F:18])([F:16])[F:17])=[N:12]2)=[CH:7][CH:6]=1)[CH3:4]. The catalyst class is: 10. (4) Reactant: [CH2:1]([O:3][C:4](=[O:26])[CH2:5][O:6][CH:7]1[CH2:14][CH:13]2[N:15](C(OCC3C=CC=CC=3)=O)[CH:9]([CH2:10][O:11][CH2:12]2)[CH2:8]1)[CH3:2]. Product: [CH:13]12[NH:15][CH:9]([CH2:8][CH:7]([O:6][CH2:5][C:4]([O:3][CH2:1][CH3:2])=[O:26])[CH2:14]1)[CH2:10][O:11][CH2:12]2. The catalyst class is: 50. (5) Reactant: C1C=CC2N(O)N=NC=2C=1.CCN(C(C)C)C(C)C.[F:20][C:21]1[CH:22]=[C:23]([CH:27]=[CH:28][CH:29]=1)[C:24]([OH:26])=O.CCN=C=NCCCN(C)C.Cl.Cl.[C:43]1([C:61]2[CH:66]=[CH:65][CH:64]=[CH:63][CH:62]=2)[CH:48]=[CH:47][C:46]([NH:49][C:50](=[O:60])[CH2:51][C:52](=[O:59])[N:53]2[CH2:58][CH2:57][NH:56][CH2:55][CH2:54]2)=[CH:45][CH:44]=1. Product: [C:43]1([C:61]2[CH:66]=[CH:65][CH:64]=[CH:63][CH:62]=2)[CH:44]=[CH:45][C:46]([NH:49][C:50](=[O:60])[CH2:51][C:52]([N:53]2[CH2:54][CH2:55][N:56]([C:24](=[O:26])[C:23]3[CH:27]=[CH:28][CH:29]=[C:21]([F:20])[CH:22]=3)[CH2:57][CH2:58]2)=[O:59])=[CH:47][CH:48]=1. The catalyst class is: 18.